Task: Predict the product of the given reaction.. Dataset: Forward reaction prediction with 1.9M reactions from USPTO patents (1976-2016) (1) Given the reactants [CH3:1][C:2](=O)[CH3:3].[NH2:5][C:6]1[CH:11]=[CH:10][C:9]([CH:12]([C:19]2[CH:24]=[CH:23][C:22]([Cl:25])=[CH:21][CH:20]=2)[C:13]2[CH:14]=[N:15][CH:16]=[CH:17][CH:18]=2)=[CH:8][C:7]=1[C:26]([C:28]1[CH:33]=[CH:32][CH:31]=[C:30]([Cl:34])[CH:29]=1)=O.[NH4+].[OH-], predict the reaction product. The product is: [Cl:34][C:30]1[CH:29]=[C:28]([C:26]2[C:7]3[C:6](=[CH:11][CH:10]=[C:9]([CH:12]([C:19]4[CH:24]=[CH:23][C:22]([Cl:25])=[CH:21][CH:20]=4)[C:13]4[CH:14]=[N:15][CH:16]=[CH:17][CH:18]=4)[CH:8]=3)[N:5]=[C:2]([CH3:3])[CH:1]=2)[CH:33]=[CH:32][CH:31]=1. (2) Given the reactants [CH3:1][C:2]1[O:6][C:5]([C:7]2[CH:12]=[CH:11][C:10]([CH3:13])=[CH:9][CH:8]=2)=[N:4][C:3]=1[CH2:14][C:15]1[CH:16]=[C:17]([CH:20]=[CH:21][CH:22]=1)[CH:18]=[O:19].[BH4-].[Na+], predict the reaction product. The product is: [CH3:1][C:2]1[O:6][C:5]([C:7]2[CH:8]=[CH:9][C:10]([CH3:13])=[CH:11][CH:12]=2)=[N:4][C:3]=1[CH2:14][C:15]1[CH:16]=[C:17]([CH:20]=[CH:21][CH:22]=1)[CH2:18][OH:19]. (3) Given the reactants Br[CH2:2][C:3]1[CH:4]=[C:5]([NH:9][C:10]2[N:15]=[C:14]([NH:16][CH2:17][CH2:18][C:19]3[CH:20]=[C:21]([OH:25])[CH:22]=[CH:23][CH:24]=3)[C:13]([Cl:26])=[CH:12][N:11]=2)[CH:6]=[CH:7][CH:8]=1.[OH-].[Na+].Cl, predict the reaction product. The product is: [Cl:26][C:13]1[CH:12]=[N:11][C:10]2=[N:15][C:14]=1[NH:16][CH2:17][CH2:18][C:19]1[CH:20]=[C:21]([O:25][CH2:2][C:3]3[CH:4]=[C:5]([NH:9]2)[CH:6]=[CH:7][CH:8]=3)[CH:22]=[CH:23][CH:24]=1. (4) Given the reactants F[C:2]1[CH:9]=[CH:8][C:7]([I:10])=[CH:6][C:3]=1[CH:4]=[O:5].C([Si](C)(C)[O:16][CH2:17][CH2:18][O:19][C:20]1[CH:25]=[CH:24][C:23]([OH:26])=[CH:22][CH:21]=1)(C)(C)C.C([O-])([O-])=O.[K+].[K+], predict the reaction product. The product is: [OH:16][CH2:17][CH2:18][O:19][C:20]1[CH:25]=[CH:24][C:23]([O:26][C:2]2[CH:9]=[CH:8][C:7]([I:10])=[CH:6][C:3]=2[CH:4]=[O:5])=[CH:22][CH:21]=1. (5) Given the reactants [Br:1][C:2]1[CH:7]=[CH:6][C:5]([C:8]2[O:12][N:11]=[C:10]([CH3:13])[C:9]=2[CH:14]=[O:15])=[CH:4][CH:3]=1.[C:16]1([C:22]2[O:23][CH:24]=[N:25][N:26]=2)[CH:21]=[CH:20][CH:19]=[CH:18][CH:17]=1, predict the reaction product. The product is: [Br:1][C:2]1[CH:3]=[CH:4][C:5]([C:8]2[O:12][N:11]=[C:10]([CH3:13])[C:9]=2[CH:14]([C:24]2[O:23][C:22]([C:16]3[CH:21]=[CH:20][CH:19]=[CH:18][CH:17]=3)=[N:26][N:25]=2)[OH:15])=[CH:6][CH:7]=1.